From a dataset of Forward reaction prediction with 1.9M reactions from USPTO patents (1976-2016). Predict the product of the given reaction. (1) Given the reactants [N:1]1([C:7]2[CH:8]=[C:9]([C:31]([O:33]C)=[O:32])[C:10]3[N:14]=[C:13]([C:15]([F:18])([F:17])[F:16])[N:12]([CH2:19][C:20]4[C:29]5[C:24](=[CH:25][CH:26]=[CH:27][CH:28]=5)[CH:23]=[CH:22][CH:21]=4)[C:11]=3[CH:30]=2)[CH2:6][CH2:5][O:4][CH2:3][CH2:2]1.[OH-].[Na+].Cl, predict the reaction product. The product is: [N:1]1([C:7]2[CH:8]=[C:9]([C:31]([OH:33])=[O:32])[C:10]3[N:14]=[C:13]([C:15]([F:18])([F:16])[F:17])[N:12]([CH2:19][C:20]4[C:29]5[C:24](=[CH:25][CH:26]=[CH:27][CH:28]=5)[CH:23]=[CH:22][CH:21]=4)[C:11]=3[CH:30]=2)[CH2:2][CH2:3][O:4][CH2:5][CH2:6]1. (2) Given the reactants [Cl:1][C:2]1[N:7]=[C:6]([NH:8][CH:9]2[CH2:14][CH2:13][CH2:12][CH:11]([NH2:15])[CH2:10]2)[CH:5]=[C:4]([I:16])[CH:3]=1.[CH3:17][S:18](Cl)(=[O:20])=[O:19], predict the reaction product. The product is: [Cl:1][C:2]1[N:7]=[C:6]([NH:8][CH:9]2[CH2:14][CH2:13][CH2:12][CH:11]([NH:15][S:18]([CH3:17])(=[O:20])=[O:19])[CH2:10]2)[CH:5]=[C:4]([I:16])[CH:3]=1. (3) Given the reactants Br[C:2]1[CH:3]=[C:4]([CH2:9][N:10]([CH3:23])[C:11]([C:13]2[CH:14]=[C:15]([CH:20]=[CH:21][CH:22]=2)[C:16]([O:18][CH3:19])=[O:17])=[O:12])[CH:5]=[CH:6][C:7]=1[F:8].[CH:24]([C:26]1[CH:31]=[CH:30][C:29](B(O)O)=[CH:28][CH:27]=1)=[O:25].C([O-])([O-])=O.[K+].[K+], predict the reaction product. The product is: [F:8][C:7]1[C:2]([C:28]2[CH:29]=[CH:30][CH:31]=[C:26]([CH:24]=[O:25])[CH:27]=2)=[CH:3][C:4]([CH2:9][N:10]([CH3:23])[C:11]([C:13]2[CH:14]=[C:15]([CH:20]=[CH:21][CH:22]=2)[C:16]([O:18][CH3:19])=[O:17])=[O:12])=[CH:5][CH:6]=1. (4) Given the reactants Br[C:2]1[CH:3]=[C:4]2[C:9](=[CH:10][CH:11]=1)[C:8](=[O:12])[CH2:7][CH:6]([CH3:13])[CH2:5]2.[Na].C(=O)([O-])[O-].[Cs+].[Cs+].N1CCC[C@H]1C(O)=[O:24].C[S:30]([CH3:32])=[O:31], predict the reaction product. The product is: [CH3:13][CH:6]1[CH2:5][C:4]2[C:9](=[CH:10][CH:11]=[C:2]([S:30]([CH3:32])(=[O:24])=[O:31])[CH:3]=2)[C:8](=[O:12])[CH2:7]1. (5) The product is: [F:38][C:32]1[CH:31]=[CH:30][C:29]([C:26]([NH2:27])=[O:28])=[CH:34][C:33]=1[C:9]1[N:13]2[C:14]3[N:22]=[C:21]([O:23][CH3:24])[CH:20]=[CH:19][C:15]=3[N:16]=[C:17]([CH3:18])[C:12]2=[C:11]([CH3:25])[N:10]=1. Given the reactants ClC1C=C([C:9]2[N:13]3[C:14]4[N:22]=[C:21]([O:23][CH3:24])[CH:20]=[CH:19][C:15]=4[N:16]=[C:17]([CH3:18])[C:12]3=[C:11]([CH3:25])[N:10]=2)C=C(Cl)C=1.[C:26]([C:29]1[CH:30]=[CH:31][C:32]([F:38])=[C:33](B(O)O)[CH:34]=1)(=[O:28])[NH2:27].C([O-])([O-])=O.[K+].[K+], predict the reaction product.